From a dataset of Catalyst prediction with 721,799 reactions and 888 catalyst types from USPTO. Predict which catalyst facilitates the given reaction. (1) Reactant: [CH3:1][O:2][C:3]([C:5]1[CH:9]=[C:8]([CH2:10]O)[S:7][CH:6]=1)=[O:4].C(N(CC)CC)C.S(Cl)([Cl:21])=O.O. Product: [CH3:1][O:2][C:3]([C:5]1[CH:9]=[C:8]([CH2:10][Cl:21])[S:7][CH:6]=1)=[O:4]. The catalyst class is: 4. (2) Reactant: [CH3:1][S:2]([OH:5])(=[O:4])=[O:3].[Si]([O:13][CH2:14][CH2:15][N:16]([C:43]#[N:44])[C:17]1[CH:42]=[CH:41][C:20]([CH2:21][N:22]2[C:30](=[O:31])[C:29]3[C:24](=[CH:25][CH:26]=[CH:27][C:28]=3[NH:32][C:33]([C:35]3[S:36][C:37]([Cl:40])=[CH:38][CH:39]=3)=[O:34])[CH2:23]2)=[CH:19][CH:18]=1)(C(C)(C)C)(C)C. Product: [CH3:1][S:2]([OH:5])(=[O:4])=[O:3].[Cl:40][C:37]1[S:36][C:35]([C:33]([NH:32][C:28]2[CH:27]=[CH:26][CH:25]=[C:24]3[C:29]=2[C:30](=[O:31])[N:22]([CH2:21][C:20]2[CH:19]=[CH:18][C:17]([N:16]4[CH2:15][CH2:14][O:13][C:43]4=[NH:44])=[CH:42][CH:41]=2)[CH2:23]3)=[O:34])=[CH:39][CH:38]=1. The catalyst class is: 10. (3) Reactant: O[C@@H:2]([CH3:22])[C@@H:3]([NH:7][C:8]([O:10][CH2:11][CH2:12][O:13][CH2:14][CH2:15][C:16]1[CH:21]=[CH:20][CH:19]=[CH:18][CH:17]=1)=[O:9])[C:4]([OH:6])=[O:5].CCN(CC)CC.CN(C(ON1N=NC2C=CC=CC1=2)=[N+](C)C)C.[B-](F)(F)(F)F. Product: [CH2:14]([O:13][CH2:12][CH2:11][O:10][C:8](=[O:9])[NH:7][C@H:3]1[C:4](=[O:6])[O:5][C@H:2]1[CH3:22])[CH2:15][C:16]1[CH:21]=[CH:20][CH:19]=[CH:18][CH:17]=1. The catalyst class is: 2. (4) Reactant: [N:1]1[CH:6]=[CH:5][CH:4]=[CH:3][C:2]=1[C:7]1[O:8][C:9]2[CH2:14][CH2:13][NH:12][CH2:11][C:10]=2[N:15]=1.Br[C:17]1[CH:25]=[CH:24][CH:23]=[C:22]2[C:18]=1[CH:19]=[CH:20][N:21]2[S:26]([C:29]1[CH:35]=[CH:34][C:32]([CH3:33])=[CH:31][CH:30]=1)(=[O:28])=[O:27].CC1C(O)=C(C2NC(C(O)=O)CC2(C(O)=O)C(O)=O)C(CO)=CN=1.C(O[Na])(C)(C)C. Product: [N:1]1[CH:6]=[CH:5][CH:4]=[CH:3][C:2]=1[C:7]1[O:8][C:9]2[CH2:14][CH2:13][N:12]([C:17]3[CH:25]=[CH:24][CH:23]=[C:22]4[C:18]=3[CH:19]=[CH:20][N:21]4[S:26]([C:29]3[CH:35]=[CH:34][C:32]([CH3:33])=[CH:31][CH:30]=3)(=[O:27])=[O:28])[CH2:11][C:10]=2[N:15]=1. The catalyst class is: 101. (5) Reactant: [C:1]1([S:7]([O:10][C:11]2[C:20]([Br:21])=[C:19]3[C:14]([CH:15]=[CH:16][C:17]([CH:22]([OH:26])[CH2:23][CH:24]=O)=[N:18]3)=[CH:13][CH:12]=2)(=[O:9])=[O:8])[CH:6]=[CH:5][CH:4]=[CH:3][CH:2]=1.[CH3:27][NH2:28].[BH-](OC(C)=O)(OC(C)=O)OC(C)=O.[Na+].Cl.C([O-])(O)=O.[Na+]. Product: [C:1]1([S:7]([O:10][C:11]2[C:20]([Br:21])=[C:19]3[C:14]([CH:15]=[CH:16][C:17]([CH:22]([OH:26])[CH2:23][CH2:24][NH:28][CH3:27])=[N:18]3)=[CH:13][CH:12]=2)(=[O:8])=[O:9])[CH:6]=[CH:5][CH:4]=[CH:3][CH:2]=1. The catalyst class is: 467. (6) Reactant: [CH2:1]([N:4]([CH2:12][C:13](N(OC)C)=[O:14])[C:5](=[O:11])[O:6][C:7]([CH3:10])([CH3:9])[CH3:8])[CH:2]=[CH2:3].[S:19]1[CH:23]=[CH:22][CH:21]=[C:20]1[Li]. Product: [CH2:1]([N:4]([CH2:12][C:13](=[O:14])[C:20]1[S:19][CH:23]=[CH:22][CH:21]=1)[C:5](=[O:11])[O:6][C:7]([CH3:8])([CH3:9])[CH3:10])[CH:2]=[CH2:3]. The catalyst class is: 7.